Dataset: Forward reaction prediction with 1.9M reactions from USPTO patents (1976-2016). Task: Predict the product of the given reaction. (1) Given the reactants C([O:8][C:9]1[CH:19]=[CH:18][C:12]2[C:13]([CH3:17])([CH3:16])[CH2:14][O:15][C:11]=2[CH:10]=1)C1C=CC=CC=1.[H][H], predict the reaction product. The product is: [CH3:16][C:13]1([CH3:17])[C:12]2[CH:18]=[CH:19][C:9]([OH:8])=[CH:10][C:11]=2[O:15][CH2:14]1. (2) Given the reactants Cl[C:2]1[CH:11]=[C:10]2[C:5]([CH:6]=[C:7]([C:13]3[CH:14]=[CH:15][C:16]([F:20])=[C:17]([CH:19]=3)[NH2:18])[C:8]([CH3:12])=[N:9]2)=[CH:4][N:3]=1.[CH:21]1([C:24]([NH2:26])=[O:25])[CH2:23][CH2:22]1.CC1(C)C2C(=C(P(C3C=CC=CC=3)C3C=CC=CC=3)C=CC=2)OC2C(P(C3C=CC=CC=3)C3C=CC=CC=3)=CC=CC1=2.C([O-])([O-])=O.[Cs+].[Cs+], predict the reaction product. The product is: [NH2:18][C:17]1[CH:19]=[C:13]([C:7]2[C:8]([CH3:12])=[N:9][C:10]3[C:5]([CH:6]=2)=[CH:4][N:3]=[C:2]([NH:26][C:24]([CH:21]2[CH2:23][CH2:22]2)=[O:25])[CH:11]=3)[CH:14]=[CH:15][C:16]=1[F:20].